From a dataset of Full USPTO retrosynthesis dataset with 1.9M reactions from patents (1976-2016). Predict the reactants needed to synthesize the given product. The reactants are: [Cl:1][C:2]1[C:3]([O:9][C:10]2[CH:15]=[C:14]([O:16][CH:17]([CH3:19])[CH3:18])[CH:13]=[CH:12][C:11]=2[CH2:20][CH2:21][C:22](OCC)=[O:23])=[N:4][CH:5]=[C:6]([Cl:8])[CH:7]=1.[H-].[Al+3].[Li+].[H-].[H-].[H-].O.O.O.O.O.O.O.O.O.O.S([O-])([O-])(=O)=O.[Na+].[Na+]. Given the product [Cl:1][C:2]1[C:3]([O:9][C:10]2[CH:15]=[C:14]([O:16][CH:17]([CH3:18])[CH3:19])[CH:13]=[CH:12][C:11]=2[CH2:20][CH2:21][CH2:22][OH:23])=[N:4][CH:5]=[C:6]([Cl:8])[CH:7]=1, predict the reactants needed to synthesize it.